This data is from Forward reaction prediction with 1.9M reactions from USPTO patents (1976-2016). The task is: Predict the product of the given reaction. (1) Given the reactants CC1C=CC(S(O[C@@H:12]([CH3:16])[CH2:13][O:14][CH3:15])(=O)=O)=CC=1.[C@H:17]1([NH2:24])[CH2:22][CH2:21][C@H:20]([NH2:23])[CH2:19][CH2:18]1, predict the reaction product. The product is: [CH3:15][O:14][CH2:13][C@H:12]([NH:23][C@H:20]1[CH2:21][CH2:22][C@H:17]([NH2:24])[CH2:18][CH2:19]1)[CH3:16]. (2) Given the reactants [CH2:1]([O:5][C:6]1[CH:11]=[CH:10][C:9](C23CC4CC(CC(C5C=CC(O[CH2:29][CH:30]6[O:32][CH2:31]6)=CC=5)(C4)C2)C3)=[CH:8][CH:7]=1)C1OC1.CC(CC(C)=[O:38])C, predict the reaction product. The product is: [C:31]([OH:32])(=[O:38])[CH:30]=[CH2:29].[CH3:1][O:5][C:6]1[CH:11]=[CH:10][C:9]([OH:38])=[CH:8][CH:7]=1. (3) Given the reactants [Li+].[CH3:2]C([N-]C(C)C)C.C1COCC1.CCCCCCC.C(C1C=CC=CC=1)C.[Br:29][C:30]1[CH:31]=[C:32]([CH2:36][C:37]([OH:39])=[O:38])[CH:33]=[CH:34][CH:35]=1.CI, predict the reaction product. The product is: [Br:29][C:30]1[CH:31]=[C:32]([CH:36]([CH3:2])[C:37]([OH:39])=[O:38])[CH:33]=[CH:34][CH:35]=1. (4) The product is: [Br:16][C:10]1[C:11]([CH3:15])=[N:12][N:13]([CH3:14])[C:9]=1[C:3]1[C:2]([F:1])=[CH:7][CH:6]=[CH:5][C:4]=1[F:8]. Given the reactants [F:1][C:2]1[CH:7]=[CH:6][CH:5]=[C:4]([F:8])[C:3]=1[C:9]1[N:13]([CH3:14])[N:12]=[C:11]([CH3:15])[CH:10]=1.[Br:16]N1C(=O)CCC1=O, predict the reaction product. (5) Given the reactants [NH2:1][C@:2]1([C@H:10]([CH3:12])[OH:11])[O:7][C:5](=[O:6])[C:4]([OH:8])=[C:3]1[O-:9].[NH:13]1CCC[C@H]1C(Cl)=O, predict the reaction product. The product is: [NH:13]1[CH2:10][CH2:2][CH2:3][C@H:4]1[C:5]([OH:7])=[O:6].[NH2:1][C@:2]1([C@H:10]([CH3:12])[OH:11])[O:7][C:5](=[O:6])[C:4]([OH:8])=[C:3]1[O-:9].